Dataset: Reaction yield outcomes from USPTO patents with 853,638 reactions. Task: Predict the reaction yield, written as a fraction of the theoretical maximum amount of product (1.0 means a 100% yield; for example, 0.34 means a 34% yield). (1) The reactants are [NH2:1][C:2]1[CH:11]=[C:10]2[C:5]([CH2:6][C@@H:7]([NH:22][C:23](=[O:29])[O:24][C:25]([CH3:28])([CH3:27])[CH3:26])[CH2:8][N:9]2[S:12]([C:15]2[CH:16]=[C:17]([CH3:21])[CH:18]=[CH:19][CH:20]=2)(=[O:14])=[O:13])=[N:4][CH:3]=1.C(N(CC)C(C)C)(C)C.[Cl:39][C:40]1[CH:48]=[CH:47][CH:46]=[C:45]([Cl:49])[C:41]=1[C:42](Cl)=[O:43]. The catalyst is O1CCCC1. The product is [Cl:39][C:40]1[CH:48]=[CH:47][CH:46]=[C:45]([Cl:49])[C:41]=1[C:42]([NH:1][C:2]1[CH:11]=[C:10]2[C:5]([CH2:6][C@@H:7]([NH:22][C:23](=[O:29])[O:24][C:25]([CH3:26])([CH3:28])[CH3:27])[CH2:8][N:9]2[S:12]([C:15]2[CH:16]=[C:17]([CH3:21])[CH:18]=[CH:19][CH:20]=2)(=[O:13])=[O:14])=[N:4][CH:3]=1)=[O:43]. The yield is 0.470. (2) The reactants are [N:1]1([C:7]2[CH:15]=[CH:14][C:10]([C:11]([OH:13])=[O:12])=[CH:9][CH:8]=2)[CH2:5][CH2:4][CH2:3][C:2]1=[O:6].S(=O)(=O)(O)O.[OH-].[Na+].[CH3:23]O. No catalyst specified. The product is [N:1]1([C:7]2[CH:15]=[CH:14][C:10]([C:11]([O:13][CH3:23])=[O:12])=[CH:9][CH:8]=2)[CH2:5][CH2:4][CH2:3][C:2]1=[O:6]. The yield is 0.921. (3) The reactants are [C:1]([O:20][CH2:21][C@H:22]1[NH:26][C:25](=[O:27])[CH2:24][CH2:23]1)([C:14]1[CH:19]=[CH:18][CH:17]=[CH:16][CH:15]=1)([C:8]1[CH:13]=[CH:12][CH:11]=[CH:10][CH:9]=1)[C:2]1[CH:7]=[CH:6][CH:5]=[CH:4][CH:3]=1.IC.[CH3:30][Si]([N-][Si](C)(C)C)(C)C.[Na+].[Cl-].[NH4+]. The catalyst is CN(C=O)C.O. The product is [CH3:30][N:26]1[C@H:22]([CH2:21][O:20][C:1]([C:8]2[CH:13]=[CH:12][CH:11]=[CH:10][CH:9]=2)([C:14]2[CH:15]=[CH:16][CH:17]=[CH:18][CH:19]=2)[C:2]2[CH:7]=[CH:6][CH:5]=[CH:4][CH:3]=2)[CH2:23][CH2:24][C:25]1=[O:27]. The yield is 0.560. (4) The reactants are [C:1]([C:4]1[CH:9]=[CH:8][CH:7]=[CH:6][CH:5]=1)(=O)[CH3:2].[NH2:10][C:11]1[S:12]/[C:13](=[CH:17]\[C:18]2[CH:23]=[C:22]([O:24][CH3:25])[C:21]([OH:26])=[C:20]([Cl:27])[CH:19]=2)/[C:14](=[O:16])[N:15]=1. No catalyst specified. The product is [Cl:27][C:20]1[CH:19]=[C:18](/[CH:17]=[C:13]2/[C:14](=[O:16])[N:15]3[CH:2]=[C:1]([C:4]4[CH:9]=[CH:8][CH:7]=[CH:6][CH:5]=4)[N:10]=[C:11]3[S:12]/2)[CH:23]=[C:22]([O:24][CH3:25])[C:21]=1[OH:26]. The yield is 0.130. (5) The reactants are Cl[C:2]1[N:7]=[C:6]([N:8]2[C:12]3[CH:13]=[C:14]([F:17])[CH:15]=[CH:16][C:11]=3[N:10]=[C:9]2[CH3:18])[N:5]=[C:4]([NH:19][C:20]2[CH:25]=[CH:24][C:23]([O:26][CH3:27])=[CH:22][CH:21]=2)[CH:3]=1.[NH4+:28].[OH-]. The catalyst is CS(C)=O. The product is [F:17][C:14]1[CH:15]=[CH:16][C:11]2[N:10]=[C:9]([CH3:18])[N:8]([C:6]3[N:5]=[C:4]([NH:19][C:20]4[CH:25]=[CH:24][C:23]([O:26][CH3:27])=[CH:22][CH:21]=4)[CH:3]=[C:2]([NH2:28])[N:7]=3)[C:12]=2[CH:13]=1. The yield is 0.880. (6) The reactants are C(OC(=O)[NH:7][C:8]1[C:17]2[C:12](=[CH:13][CH:14]=[CH:15][CH:16]=2)[C:11]([C:18]2[O:22][CH:21]=[N:20][CH:19]=2)=[CH:10][CH:9]=1)(C)(C)C. The catalyst is FC(F)(F)C(O)=O. The product is [O:22]1[C:18]([C:11]2[C:12]3[C:17](=[CH:16][CH:15]=[CH:14][CH:13]=3)[C:8]([NH2:7])=[CH:9][CH:10]=2)=[CH:19][N:20]=[CH:21]1. The yield is 0.990.